From a dataset of Reaction yield outcomes from USPTO patents with 853,638 reactions. Predict the reaction yield, written as a fraction of the theoretical maximum amount of product (1.0 means a 100% yield; for example, 0.34 means a 34% yield). (1) The reactants are [Cl:1][C:2]1[N:7]2[N:8]=[CH:9][CH:10]=[C:6]2[N:5]=[C:4]([NH2:11])[CH:3]=1.[Cl:12][C:13]1[N:18]2[N:19]=[C:20]([CH3:22])[CH:21]=[C:17]2[N:16]=[C:15]([NH2:23])[CH:14]=1.[C:24]([C:28]1[CH:36]=[CH:35][C:31]([C:32](Cl)=[O:33])=[CH:30][CH:29]=1)([CH3:27])([CH3:26])[CH3:25]. The yield is 0.470. The catalyst is N1C=CC=CC=1. The product is [C:24]([C:28]1[CH:29]=[CH:30][C:31]([C:32]([NH:11][C:4]2[CH:3]=[C:2]([Cl:1])[N:7]3[N:8]=[CH:9][CH:10]=[C:6]3[N:5]=2)=[O:33])=[CH:35][CH:36]=1)([CH3:27])([CH3:25])[CH3:26].[C:24]([C:28]1[CH:29]=[CH:30][C:31]([C:32]([NH:23][C:15]2[CH:14]=[C:13]([Cl:12])[N:18]3[N:19]=[C:20]([CH3:22])[CH:21]=[C:17]3[N:16]=2)=[O:33])=[CH:35][CH:36]=1)([CH3:27])([CH3:25])[CH3:26]. (2) The reactants are C(N(C(C)C)CC)(C)C.[Br:10][C:11]1[CH:12]=[C:13]([CH:17]=[CH:18][C:19]=1[F:20])[C:14]([OH:16])=O.Cl.[CH3:22][O:23][C:24](=[O:30])[C@H:25]([C@@H:27]([CH3:29])[OH:28])[NH2:26].CCN=C=NCCCN(C)C.C1C=CC2N(O)N=NC=2C=1. The catalyst is CN(C=O)C.CCOC(C)=O. The product is [CH3:22][O:23][C:24](=[O:30])[C@@H:25]([NH:26][C:14](=[O:16])[C:13]1[CH:17]=[CH:18][C:19]([F:20])=[C:11]([Br:10])[CH:12]=1)[C@H:27]([OH:28])[CH3:29]. The yield is 1.00.